The task is: Predict the reactants needed to synthesize the given product.. This data is from Full USPTO retrosynthesis dataset with 1.9M reactions from patents (1976-2016). (1) Given the product [Br:1][C:2]1[CH:3]=[CH:4][C:5]2[O:9][C:8]([C:10]([OH:12])=[O:11])=[C:7]([C:15]([OH:17])=[O:16])[C:6]=2[CH:20]=1, predict the reactants needed to synthesize it. The reactants are: [Br:1][C:2]1[CH:3]=[CH:4][C:5]2[O:9][C:8]([C:10]([O:12]CC)=[O:11])=[C:7]([C:15]([O:17]CC)=[O:16])[C:6]=2[CH:20]=1.[OH-].[Na+]. (2) Given the product [F:8][C:5]1[CH:4]=[C:3]2[C:2](=[CH:7][CH:6]=1)[C:14]1[C:13](=[C:22]3[C:17](=[CH:16][CH:15]=1)[CH:18]=[CH:19][CH:20]=[N:21]3)[NH:12][S:9]2(=[O:11])=[O:10], predict the reactants needed to synthesize it. The reactants are: N[C:2]1[CH:7]=[CH:6][C:5]([F:8])=[CH:4][C:3]=1[S:9]([NH:12][C:13]1[CH:14]=[CH:15][CH:16]=[C:17]2[C:22]=1[N:21]=[CH:20][CH:19]=[CH:18]2)(=[O:11])=[O:10].N(OC(C)(C)C)=O.CC(O)=O. (3) Given the product [OH:19][CH2:20][C:3](=[O:5])[CH:2]([CH3:1])[CH2:6][C:7]1[CH:12]=[CH:11][CH:10]=[CH:9][CH:8]=1, predict the reactants needed to synthesize it. The reactants are: [CH3:1][CH:2]([CH2:6][C:7]1[CH:12]=[CH:11][CH:10]=[CH:9][CH:8]=1)[C:3]([OH:5])=O.S(Cl)(Cl)=O.C[Si](C)(C)[O:19][CH:20](O[Si](C)(C)C)CO[Si](C)(C)C. (4) The reactants are: [Br-:1].[Br-].[Br-].C1([N+](C)(C)C)C=CC=CC=1.C1([N+](C)(C)C)C=CC=CC=1.C1([N+](C)(C)C)C=CC=CC=1.[C:34]([C:37]1[CH:38]=[CH:39][C:40]([O:60][CH2:61][C:62]2[CH:67]=[CH:66][CH:65]=[CH:64][CH:63]=2)=[C:41]([CH:59]=1)[C:42]([NH:44][C:45]1[CH:50]=[C:49]([C:51]([F:54])([F:53])[F:52])[CH:48]=[C:47]([C:55]([F:58])([F:57])[F:56])[CH:46]=1)=[O:43])(=[O:36])[CH3:35].O. Given the product [CH2:61]([O:60][C:40]1[CH:39]=[CH:38][C:37]([C:34](=[O:36])[CH2:35][Br:1])=[CH:59][C:41]=1[C:42]([NH:44][C:45]1[CH:50]=[C:49]([C:51]([F:53])([F:52])[F:54])[CH:48]=[C:47]([C:55]([F:58])([F:57])[F:56])[CH:46]=1)=[O:43])[C:62]1[CH:67]=[CH:66][CH:65]=[CH:64][CH:63]=1, predict the reactants needed to synthesize it. (5) Given the product [CH3:15][O:16][C:17]([C:19]1[C:20]([C:21]([O:23][CH3:24])=[O:22])=[CH:14][CH:13]=[C:6]2[C:5]=1[CH:4]=[C:3]([O:2][CH3:1])[C:12]1[C:7]2=[CH:8][CH:9]=[CH:10][CH:11]=1)=[O:18], predict the reactants needed to synthesize it. The reactants are: [CH3:1][O:2][C:3]1[C:12]2[C:7](=[CH:8][CH:9]=[CH:10][CH:11]=2)[C:6]([CH:13]=[CH2:14])=[CH:5][CH:4]=1.[CH3:15][O:16][C:17]([C:19]#[C:20][C:21]([O:23][CH3:24])=[O:22])=[O:18].CCCCCC.CCOC(C)=O. (6) Given the product [F:3][CH2:4][CH2:5][O:6][C:7]1[N:8]=[CH:9][C:10]([C:13]([OH:15])=[O:14])=[N:11][CH:12]=1, predict the reactants needed to synthesize it. The reactants are: [OH-].[Na+].[F:3][CH2:4][CH2:5][O:6][C:7]1[N:8]=[CH:9][C:10]([C:13]([O:15]C)=[O:14])=[N:11][CH:12]=1.Cl.[Cl-].[Na+]. (7) Given the product [N+:1]([C:4]1[CH:11]=[CH:10][C:7](/[CH:8]=[CH:19]/[C:20]([O:22][CH2:23][CH3:24])=[O:21])=[CH:6][CH:5]=1)([O-:3])=[O:2], predict the reactants needed to synthesize it. The reactants are: [N+:1]([C:4]1[CH:11]=[CH:10][C:7]([CH:8]=O)=[CH:6][CH:5]=1)([O-:3])=[O:2].C1(P(C2C=CC=CC=2)(C2C=CC=CC=2)=[CH:19][C:20]([O:22][CH2:23][CH3:24])=[O:21])C=CC=CC=1.